Dataset: NCI-60 drug combinations with 297,098 pairs across 59 cell lines. Task: Regression. Given two drug SMILES strings and cell line genomic features, predict the synergy score measuring deviation from expected non-interaction effect. Drug 1: CC1=C2C(C(=O)C3(C(CC4C(C3C(C(C2(C)C)(CC1OC(=O)C(C(C5=CC=CC=C5)NC(=O)OC(C)(C)C)O)O)OC(=O)C6=CC=CC=C6)(CO4)OC(=O)C)OC)C)OC. Drug 2: C1=NC2=C(N1)C(=S)N=C(N2)N. Cell line: NCI-H226. Synergy scores: CSS=21.7, Synergy_ZIP=-12.7, Synergy_Bliss=-9.78, Synergy_Loewe=-15.8, Synergy_HSA=-5.87.